This data is from Tox21: 12 toxicity assays (nuclear receptors and stress response pathways). The task is: Binary classification across 12 toxicity assays. (1) The molecule is O=C(CS)OCCOC(=O)CS. It tested positive (active) for: SR-ATAD5 (ATAD5 genotoxicity (DNA damage)), and SR-p53 (p53 tumor suppressor activation). (2) The compound is O=C(Nc1ccc(O)cc1)c1ccccc1O. It tested positive (active) for: NR-AhR (Aryl hydrocarbon Receptor agonist activity), NR-ER (Estrogen Receptor agonist activity), SR-ATAD5 (ATAD5 genotoxicity (DNA damage)), and SR-MMP (Mitochondrial Membrane Potential disruption). (3) The compound is O=C(COc1ccc(Cl)cc1)N1CCN(Cc2ccc3c(c2)OCO3)CC1. It tested positive (active) for: NR-Aromatase (Aromatase enzyme inhibition), and SR-ARE (Antioxidant Response Element (oxidative stress)). (4) The molecule is c1ccc2sc(SNC3CCCCC3)nc2c1. It tested positive (active) for: NR-AhR (Aryl hydrocarbon Receptor agonist activity), SR-ARE (Antioxidant Response Element (oxidative stress)), SR-HSE (Heat Shock Element response), and SR-MMP (Mitochondrial Membrane Potential disruption).